This data is from Full USPTO retrosynthesis dataset with 1.9M reactions from patents (1976-2016). The task is: Predict the reactants needed to synthesize the given product. Given the product [CH3:9][N:5]1[CH:4]=[N:3][C:2]([NH:16][C:17]2[CH:22]=[CH:21][CH:20]=[C:19]([Cl:23])[CH:18]=2)=[N:7][CH:6]1[Cl:8], predict the reactants needed to synthesize it. The reactants are: Cl[C:2]1[N:7]=[C:6]([Cl:8])[N:5]=[CH:4][N:3]=1.[C:9]([O-])([O-])=O.[K+].[K+].C[NH:16][C:17]1[CH:22]=[CH:21][CH:20]=[C:19]([Cl:23])[CH:18]=1.